Dataset: TCR-epitope binding with 47,182 pairs between 192 epitopes and 23,139 TCRs. Task: Binary Classification. Given a T-cell receptor sequence (or CDR3 region) and an epitope sequence, predict whether binding occurs between them. (1) The epitope is FLYNLLTRV. Result: 0 (the TCR does not bind to the epitope). The TCR CDR3 sequence is CASSEVAGVVETQYF. (2) The epitope is HSKKKCDEL. The TCR CDR3 sequence is CASSPSLSNTQYF. Result: 0 (the TCR does not bind to the epitope). (3) The epitope is MMISAGFSL. The TCR CDR3 sequence is CASSPGLGPGAFF. Result: 0 (the TCR does not bind to the epitope).